This data is from Forward reaction prediction with 1.9M reactions from USPTO patents (1976-2016). The task is: Predict the product of the given reaction. (1) Given the reactants [NH2:1][C:2]1[N:7]=[C:6](S(C)=O)[C:5]([C:11]#[N:12])=[C:4]([C:13]2[CH:18]=[CH:17][CH:16]=[CH:15][N:14]=2)[N:3]=1.[ClH:19].NCC1C(Cl)=CC=C([C:29]([F:32])([F:31])[F:30])N=1.[CH2:33]1[CH2:43][CH2:42][N:41]2[C:36](=[N:37]CCC2)[CH2:35][CH2:34]1, predict the reaction product. The product is: [NH2:1][C:2]1[N:7]=[C:6]([NH:37][CH2:36][C:35]2[C:34]([Cl:19])=[CH:33][C:43]([C:29]([F:32])([F:31])[F:30])=[CH:42][N:41]=2)[C:5]([C:11]#[N:12])=[C:4]([C:13]2[CH:18]=[CH:17][CH:16]=[CH:15][N:14]=2)[N:3]=1. (2) Given the reactants [NH:1]1[C:5]2=[N:6][CH:7]=[N:8][C:9]([NH2:10])=[C:4]2[CH:3]=[N:2]1.IN1C(=O)CCC1=O.CC(N=NC(C#N)(C)C)(C#N)C.[O-]P([O-])([O-])=O.[K+].[K+].[K+].[F:39][C:40]1[CH:53]=[C:52](B2OC(C)(C)C(C)(C)O2)[CH:51]=[CH:50][C:41]=1[O:42][CH2:43][C:44]1[CH:49]=[CH:48][CH:47]=[CH:46][N:45]=1, predict the reaction product. The product is: [F:39][C:40]1[CH:53]=[C:52]([C:3]2[C:4]3[C:5](=[N:6][CH:7]=[N:8][C:9]=3[NH2:10])[NH:1][N:2]=2)[CH:51]=[CH:50][C:41]=1[O:42][CH2:43][C:44]1[CH:49]=[CH:48][CH:47]=[CH:46][N:45]=1. (3) Given the reactants [CH2:1]([C@:3]1([C:8]2[CH:13]=[CH:12][N:11]=[C:10]([O:14][CH3:15])[C:9]=2[CH2:16][O:17][CH2:18][O:19][CH3:20])[O:5][CH:4]1[CH2:6][OH:7])[CH3:2].[H-].[H-].[H-].[H-].[Li+].[Al+3], predict the reaction product. The product is: [CH3:15][O:14][C:10]1[C:9]([CH2:16][O:17][CH2:18][O:19][CH3:20])=[C:8]([C@@:3]([OH:5])([CH2:1][CH3:2])[CH2:4][CH2:6][OH:7])[CH:13]=[CH:12][N:11]=1. (4) Given the reactants [CH3:1][C:2]1[CH:9]=[CH:8][CH:7]=[CH:6][C:3]=1[CH2:4][NH2:5].C([O:14][C:15]([C:17]1[CH:22]=[CH:21][CH:20]=[CH:19][C:18]=1[C:23]1[CH:28]=[CH:27][C:26]([CH2:29][N:30]2[C:38]3[C:33](=[CH:34][C:35]([C:39](O)=[O:40])=[CH:36][CH:37]=3)[C:32]([CH3:42])=[C:31]2[CH3:43])=[CH:25][CH:24]=1)=[O:16])(C)(C)C, predict the reaction product. The product is: [CH3:43][C:31]1[N:30]([CH2:29][C:26]2[CH:27]=[CH:28][C:23]([C:18]3[C:17]([C:15]([OH:16])=[O:14])=[CH:22][CH:21]=[CH:20][CH:19]=3)=[CH:24][CH:25]=2)[C:38]2[C:33]([C:32]=1[CH3:42])=[CH:34][C:35]([C:39](=[O:40])[NH:5][CH2:4][C:3]1[CH:6]=[CH:7][CH:8]=[CH:9][C:2]=1[CH3:1])=[CH:36][CH:37]=2. (5) Given the reactants [ClH:1].[OH:2][C@H:3]([C:24]1[CH:33]=[CH:32][C:27]2[C:28](=[O:31])[O:29][CH2:30][C:26]=2[C:25]=1[CH3:34])[CH2:4]N1CCC2(CN(C3SC(S(C)(=O)=O)=NN=3)CC2)CC1.Cl.[CH3:36][S:37]([C:40]1[CH:45]=[CH:44][C:43]([N:46]2[C:50](=[O:51])[CH2:49][C:48]3([CH2:56][CH2:55][NH:54][CH2:53][CH2:52]3)[CH2:47]2)=[CH:42][CH:41]=1)(=[O:39])=[O:38].CC1C([C@@H]2CO2)=CC=C2C=1COC2=O, predict the reaction product. The product is: [ClH:1].[OH:2][C@H:3]([C:24]1[CH:33]=[CH:32][C:27]2[C:28](=[O:31])[O:29][CH2:30][C:26]=2[C:25]=1[CH3:34])[CH2:4][N:54]1[CH2:55][CH2:56][C:48]2([CH2:47][N:46]([C:43]3[CH:44]=[CH:45][C:40]([S:37]([CH3:36])(=[O:38])=[O:39])=[CH:41][CH:42]=3)[C:50](=[O:51])[CH2:49]2)[CH2:52][CH2:53]1. (6) Given the reactants C(O)(C(F)(F)F)=O.[F:8][C:9]1[CH:43]=[C:42]([NH:44][C:45]([N:47]2[CH2:51][CH2:50][N:49]([C:52]3[CH:57]=[CH:56][CH:55]=[CH:54][CH:53]=3)[C:48]2=[S:58])=[O:46])[CH:41]=[CH:40][C:10]=1[O:11][C:12]1[CH:17]=[CH:16][N:15]=[C:14]2[CH:18]=[C:19]([C:21]3[N:26]=[CH:25][C:24]([CH2:27][N:28]([CH2:36][CH2:37][O:38][CH3:39])C(=O)OC(C)(C)C)=[CH:23][CH:22]=3)[S:20][C:13]=12, predict the reaction product. The product is: [F:8][C:9]1[CH:43]=[C:42]([NH:44][C:45]([N:47]2[CH2:51][CH2:50][N:49]([C:52]3[CH:53]=[CH:54][CH:55]=[CH:56][CH:57]=3)[C:48]2=[S:58])=[O:46])[CH:41]=[CH:40][C:10]=1[O:11][C:12]1[CH:17]=[CH:16][N:15]=[C:14]2[CH:18]=[C:19]([C:21]3[CH:22]=[CH:23][C:24]([CH2:27][NH:28][CH2:36][CH2:37][O:38][CH3:39])=[CH:25][N:26]=3)[S:20][C:13]=12. (7) Given the reactants [Cl:1][C:2]1[CH:19]=[CH:18][C:5]([CH2:6][N:7]2[C:11]([C:12]#[C:13][Si](C)(C)C)=[CH:10][CH:9]=[N:8]2)=[CH:4][C:3]=1[F:20].C([O-])([O-])=O.[K+].[K+], predict the reaction product. The product is: [Cl:1][C:2]1[CH:19]=[CH:18][C:5]([CH2:6][N:7]2[C:11]([C:12]#[CH:13])=[CH:10][CH:9]=[N:8]2)=[CH:4][C:3]=1[F:20]. (8) Given the reactants [CH2:1]([C:7]1([C:13]([O:15][CH2:16][CH3:17])=[O:14])[CH2:11][CH2:10][CH2:9][CH:8]1[OH:12])[CH2:2][CH2:3][CH2:4][CH2:5][CH3:6].N1C=CC=CC=1.[CH3:24][C:25]1[CH:33]=[CH:32][C:28]([C:29](Cl)=[O:30])=[CH:27][CH:26]=1, predict the reaction product. The product is: [CH2:1]([C:7]1([C:13]([O:15][CH2:16][CH3:17])=[O:14])[CH2:11][CH2:10][CH2:9][CH:8]1[O:12][C:29](=[O:30])[C:28]1[CH:32]=[CH:33][C:25]([CH3:24])=[CH:26][CH:27]=1)[CH2:2][CH2:3][CH2:4][CH2:5][CH3:6]. (9) Given the reactants [Cl:1][C:2]1[CH:7]=[C:6]([F:8])[CH:5]=[CH:4][C:3]=1[NH:9][S:10]([CH:13]1[C:18]([C:19]([O:21][CH2:22][CH3:23])=[O:20])=[CH:17][C:16]([O:26][CH3:27])([O:24][CH3:25])[CH2:15][CH2:14]1)(=[O:12])=[O:11].C[Si](C)(C)[O:30][CH2:31][C:32](CO[Si](C)(C)C)(CO[Si](C)(C)C)[CH2:33][O:34][Si](C)(C)C.O, predict the reaction product. The product is: [Cl:1][C:2]1[CH:7]=[C:6]([F:8])[CH:5]=[CH:4][C:3]=1[NH:9][S:10]([CH:13]1[CH2:14][CH2:15][C:16]2([O:24][CH2:25][C:32]([CH2:33][OH:34])([CH2:31][OH:30])[CH2:27][O:26]2)[CH:17]=[C:18]1[C:19]([O:21][CH2:22][CH3:23])=[O:20])(=[O:11])=[O:12].